Dataset: Full USPTO retrosynthesis dataset with 1.9M reactions from patents (1976-2016). Task: Predict the reactants needed to synthesize the given product. (1) Given the product [F:26][CH:2]([F:1])[C:3]1[O:4][C:5]([C:16]2[CH:25]=[CH:24][C:19]([O:20][CH2:21][CH2:22][NH:23][S:35]([CH3:34])(=[O:37])=[O:36])=[CH:18][CH:17]=2)=[C:6]([C:8]2[CH:9]=[N:10][C:11]([O:14][CH3:15])=[CH:12][CH:13]=2)[N:7]=1, predict the reactants needed to synthesize it. The reactants are: [F:1][CH:2]([F:26])[C:3]1[O:4][C:5]([C:16]2[CH:25]=[CH:24][C:19]([O:20][CH2:21][CH2:22][NH2:23])=[CH:18][CH:17]=2)=[C:6]([C:8]2[CH:9]=[N:10][C:11]([O:14][CH3:15])=[CH:12][CH:13]=2)[N:7]=1.C(N(CC)CC)C.[CH3:34][S:35](Cl)(=[O:37])=[O:36]. (2) Given the product [S:1]([C:5]([C:8]([C:11]([C:14]([F:15])([F:16])[F:17])([F:12])[F:13])([F:10])[F:9])([F:7])[F:6])([O-:4])(=[O:3])=[O:2].[C:36]([O:18][C:19]1[C:20]([CH3:29])=[CH:21][C:22]([S+:26]([CH3:27])[CH3:28])=[CH:23][C:24]=1[CH3:25])(=[O:38])[CH3:37], predict the reactants needed to synthesize it. The reactants are: [S:1]([C:5]([C:8]([C:11]([C:14]([F:17])([F:16])[F:15])([F:13])[F:12])([F:10])[F:9])([F:7])[F:6])([O-:4])(=[O:3])=[O:2].[OH:18][C:19]1[C:24]([CH3:25])=[CH:23][C:22]([S+:26]([CH3:28])[CH3:27])=[CH:21][C:20]=1[CH3:29].C(=O)([O-])[O-].[K+].[K+].[C:36](OC(=O)C)(=[O:38])[CH3:37]. (3) Given the product [ClH:24].[ClH:24].[CH2:1]([N:8]1[CH2:13][CH2:12][CH:11]([NH:14][C:15]2[CH:16]=[C:17]3[C:21](=[CH:22][CH:23]=2)[NH:20][N:19]=[CH:18]3)[CH2:10][CH2:9]1)[C:2]1[CH:7]=[CH:6][CH:5]=[CH:4][CH:3]=1, predict the reactants needed to synthesize it. The reactants are: [CH2:1]([N:8]1[CH2:13][CH2:12][CH:11]([NH:14][C:15]2[CH:16]=[C:17]3[C:21](=[CH:22][CH:23]=2)[NH:20][N:19]=[CH:18]3)[CH2:10][CH2:9]1)[C:2]1[CH:7]=[CH:6][CH:5]=[CH:4][CH:3]=1.[ClH:24].CCOCC.Cl.C(OCC)(=O)C. (4) Given the product [Cl:2][C:3]1[CH:8]=[CH:7][CH:6]=[C:5]([C:9]#[N:10])[C:4]=1[N:11]1[C:15]2[N:16]=[CH:17][N:18]=[C:19]([O:20][C@@H:21]([CH2:32][O:33][C@H:34]([CH3:47])[CH2:35][OH:36])[C:22]([NH:24][C:25]3[CH:30]=[N:29][C:28]([CH3:31])=[CH:27][N:26]=3)=[O:23])[C:14]=2[CH:13]=[N:12]1, predict the reactants needed to synthesize it. The reactants are: Cl.[Cl:2][C:3]1[CH:8]=[CH:7][CH:6]=[C:5]([C:9]#[N:10])[C:4]=1[N:11]1[C:15]2=[N:16][CH:17]=[N:18][C:19]([O:20][C@@H:21]([CH2:32][O:33][C@H:34]([CH3:47])[CH2:35][O:36][Si](C(C)C)(C(C)C)C(C)C)[C:22]([NH:24][C:25]3[CH:30]=[N:29][C:28]([CH3:31])=[CH:27][N:26]=3)=[O:23])=[C:14]2[CH:13]=[N:12]1.C(=O)(O)[O-].[Na+]. (5) Given the product [F:1][C:2]1[C:3]([F:24])=[C:4]2[O:9][CH2:8][C:7]3([CH2:10][CH2:11][CH2:12]3)[N:6]3[CH:13]=[C:14]([C:19]([O:21][CH2:22][CH3:23])=[O:20])[C:15](=[O:18])[C:16]([C:17]=1[N+:25]([O-:27])=[O:26])=[C:5]23, predict the reactants needed to synthesize it. The reactants are: [F:1][C:2]1[C:3]([F:24])=[C:4]2[O:9][CH2:8][C:7]3([CH2:12][CH2:11][CH2:10]3)[N:6]3[CH:13]=[C:14]([C:19]([O:21][CH2:22][CH3:23])=[O:20])[C:15](=[O:18])[C:16]([CH:17]=1)=[C:5]23.[N+:25]([O-])([O-:27])=[O:26].[K+]. (6) Given the product [Cl:25][C:19]1[CH:18]=[C:17]([C:14]2[CH:15]=[CH:16][N:12]([CH2:11][C@H:10]([NH:9][C:6]([C:4]3[N:3]=[CH:2][S:1][CH:5]=3)=[O:8])[CH3:26])[N:13]=2)[CH:24]=[CH:23][C:20]=1[C:21]#[N:22], predict the reactants needed to synthesize it. The reactants are: [S:1]1[CH:5]=[C:4]([C:6]([OH:8])=O)[N:3]=[CH:2]1.[NH2:9][C@@H:10]([CH3:26])[CH2:11][N:12]1[CH:16]=[CH:15][C:14]([C:17]2[CH:24]=[CH:23][C:20]([C:21]#[N:22])=[C:19]([Cl:25])[CH:18]=2)=[N:13]1. (7) Given the product [Cl:18][C:19]1[CH:20]=[C:21]([N:25]2[C:29]([CH2:30][NH:31][C:14](=[O:16])[CH:13]([C:10]3[CH:9]=[CH:8][C:7]([CH2:6][NH:5][S:2]([CH3:1])(=[O:3])=[O:4])=[CH:12][CH:11]=3)[CH3:17])=[CH:28][C:27]([C:32]([F:33])([F:34])[F:35])=[N:26]2)[CH:22]=[CH:23][CH:24]=1, predict the reactants needed to synthesize it. The reactants are: [CH3:1][S:2]([NH:5][CH2:6][C:7]1[CH:12]=[CH:11][C:10]([CH:13]([CH3:17])[C:14]([OH:16])=O)=[CH:9][CH:8]=1)(=[O:4])=[O:3].[Cl:18][C:19]1[CH:20]=[C:21]([N:25]2[C:29]([CH2:30][NH2:31])=[CH:28][C:27]([C:32]([F:35])([F:34])[F:33])=[N:26]2)[CH:22]=[CH:23][CH:24]=1.C(Cl)CCl.C1C=CC2N(O)N=NC=2C=1.C(N(CC)CC)C.